This data is from Forward reaction prediction with 1.9M reactions from USPTO patents (1976-2016). The task is: Predict the product of the given reaction. (1) Given the reactants [Br:1][C:2]1[CH:7]=[CH:6][C:5]([S:8](Cl)(=[O:10])=[O:9])=[C:4]([O:12][C:13]([F:16])([F:15])[F:14])[CH:3]=1.[CH:17]1([NH2:20])[CH2:19][CH2:18]1, predict the reaction product. The product is: [Br:1][C:2]1[CH:7]=[CH:6][C:5]([S:8]([NH:20][CH:17]2[CH2:19][CH2:18]2)(=[O:10])=[O:9])=[C:4]([O:12][C:13]([F:16])([F:15])[F:14])[CH:3]=1. (2) Given the reactants I(O)(=O)(=O)=[O:2].[OH:6][CH:7]1[CH2:15][C:14]2[C:9](=[CH:10][CH:11]=[C:12]([O:16][CH2:17][C@H:18]3[CH2:22][CH2:21][CH2:20][O:19]3)[CH:13]=2)[C:8]1=[O:23], predict the reaction product. The product is: [OH:2][CH:7]1[CH2:15][C:14]2[C:9](=[CH:10][CH:11]=[C:12]([O:16][CH2:17][C@H:18]3[CH2:22][CH2:21][CH2:20][O:19]3)[CH:13]=2)[C:8](=[O:23])[O:6]1. (3) Given the reactants N[C:2]1[N:34]=[C:5]2[C:6]([C:24]3[CH:29]=[CH:28][CH:27]=[C:26]([C:30]([F:33])([F:32])[F:31])[CH:25]=3)=[C:7]([CH3:23])[C:8]([C:10]3[N:14]([C:15]4[CH:22]=[CH:21][C:18]([C:19]#[N:20])=[CH:17][CH:16]=4)[N:13]=[CH:12][CH:11]=3)=[CH:9][N:4]2[N:3]=1.BrC1C(C)=C(C2C=CC=C(C(F)(F)F)C=2)C([Cl:42])=NC=1, predict the reaction product. The product is: [Cl:42][C:2]1[N:34]=[C:5]2[C:6]([C:24]3[CH:29]=[CH:28][CH:27]=[C:26]([C:30]([F:33])([F:32])[F:31])[CH:25]=3)=[C:7]([CH3:23])[C:8]([C:10]3[N:14]([C:15]4[CH:22]=[CH:21][C:18]([C:19]#[N:20])=[CH:17][CH:16]=4)[N:13]=[CH:12][CH:11]=3)=[CH:9][N:4]2[N:3]=1.